From a dataset of Full USPTO retrosynthesis dataset with 1.9M reactions from patents (1976-2016). Predict the reactants needed to synthesize the given product. The reactants are: [C:1]1([CH2:7][CH2:8][S:9]([N:12]2[CH2:17][CH2:16][CH:15]([CH2:18][NH2:19])[CH2:14][CH2:13]2)(=[O:11])=[O:10])[CH:6]=[CH:5][CH:4]=[CH:3][CH:2]=1.Cl[C:21]1[N:26]=[C:25]([NH2:27])[C:24]([F:28])=[CH:23][N:22]=1. Given the product [F:28][C:24]1[C:25]([NH2:27])=[N:26][C:21]([NH:19][CH2:18][CH:15]2[CH2:14][CH2:13][N:12]([S:9]([CH2:8][CH2:7][C:1]3[CH:6]=[CH:5][CH:4]=[CH:3][CH:2]=3)(=[O:10])=[O:11])[CH2:17][CH2:16]2)=[N:22][CH:23]=1, predict the reactants needed to synthesize it.